This data is from Forward reaction prediction with 1.9M reactions from USPTO patents (1976-2016). The task is: Predict the product of the given reaction. (1) Given the reactants Cl[C:2]1[C:12]([C:13]#[N:14])=[CH:11][C:5]([C:6]([O:8][CH2:9][CH3:10])=[O:7])=[C:4]([CH2:15][CH2:16][CH2:17][C:18]([O:20][CH2:21][CH3:22])=[O:19])[N:3]=1.[CH2:23]([S:30]([NH:33][C:34]([CH:36]1[CH2:41][CH2:40][NH:39][CH2:38][CH2:37]1)=[O:35])(=[O:32])=[O:31])[C:24]1[CH:29]=[CH:28][CH:27]=[CH:26][CH:25]=1, predict the reaction product. The product is: [CH2:23]([S:30]([NH:33][C:34]([CH:36]1[CH2:41][CH2:40][N:39]([C:2]2[C:12]([C:13]#[N:14])=[CH:11][C:5]([C:6]([O:8][CH2:9][CH3:10])=[O:7])=[C:4]([CH2:15][CH2:16][CH2:17][C:18]([O:20][CH2:21][CH3:22])=[O:19])[N:3]=2)[CH2:38][CH2:37]1)=[O:35])(=[O:31])=[O:32])[C:24]1[CH:25]=[CH:26][CH:27]=[CH:28][CH:29]=1. (2) Given the reactants [H-].[Na+].[CH3:3][C:4]([O:7][C:8](=[O:39])[NH:9][S:10]([NH:13][C:14]1[CH:19]=[CH:18][CH:17]=[C:16]([C:20]2[C:29]3[C:24](=[CH:25][C:26]([O:35][CH3:36])=[C:27]4[O:32][C:31]([CH3:34])([CH3:33])[CH2:30][C:28]4=3)[CH2:23][C:22]([CH3:38])([CH3:37])[N:21]=2)[CH:15]=1)(=[O:12])=[O:11])([CH3:6])[CH3:5].Br[CH2:41][CH2:42]Br.O, predict the reaction product. The product is: [CH3:6][C:4]([O:7][C:8]([N:9]1[CH2:42][CH2:41][N:13]([C:14]2[CH:19]=[CH:18][CH:17]=[C:16]([C:20]3[C:29]4[C:24](=[CH:25][C:26]([O:35][CH3:36])=[C:27]5[O:32][C:31]([CH3:34])([CH3:33])[CH2:30][C:28]5=4)[CH2:23][C:22]([CH3:38])([CH3:37])[N:21]=3)[CH:15]=2)[S:10]1(=[O:11])=[O:12])=[O:39])([CH3:3])[CH3:5]. (3) Given the reactants C(N(CC)CC)C.[C:16](O[C:16]([O:18][C:19]([CH3:22])([CH3:21])[CH3:20])=[O:17])([O:18][C:19]([CH3:22])([CH3:21])[CH3:20])=[O:17].Cl.[CH3:24][C:25]1[CH:42]=[CH:41][C:28]([C:29]([NH:31][CH2:32][CH:33]([C:35]2[CH:40]=[CH:39][CH:38]=[CH:37][CH:36]=2)[NH2:34])=[O:30])=[CH:27][CH:26]=1, predict the reaction product. The product is: [C:19]([O:18][C:16]([NH:34][CH:33]([C:35]1[CH:40]=[CH:39][CH:38]=[CH:37][CH:36]=1)[CH2:32][NH:31][C:29](=[O:30])[C:28]1[CH:41]=[CH:42][C:25]([CH3:24])=[CH:26][CH:27]=1)=[O:17])([CH3:20])([CH3:21])[CH3:22]. (4) The product is: [Br:20][C:5]1[C:4]([N+:1]([O-:3])=[O:2])=[CH:9][N:8]=[C:7]([C:10]([CH3:16])([CH3:15])[C:11]([F:14])([F:13])[F:12])[CH:6]=1. Given the reactants [N+:1]([C:4]1[C:5](=O)[CH:6]=[C:7]([C:10]([CH3:16])([CH3:15])[C:11]([F:14])([F:13])[F:12])[NH:8][CH:9]=1)([O-:3])=[O:2].P(Br)(Br)([Br:20])=O.C([O-])(O)=O.[Na+], predict the reaction product. (5) Given the reactants [BH4-].[Na+].[N+:3]([C:6]1[C:14]([N+:15]([O-:17])=[O:16])=[CH:13][CH:12]=[CH:11][C:7]=1[C:8](O)=[O:9])([O-:5])=[O:4], predict the reaction product. The product is: [N+:3]([C:6]1[C:14]([N+:15]([O-:17])=[O:16])=[CH:13][CH:12]=[CH:11][C:7]=1[CH2:8][OH:9])([O-:5])=[O:4]. (6) Given the reactants [OH-].[K+:2].[OH:3][C:4]1[CH:5]=[CH:6][C:7]2[CH:8]([C:19]3[CH:27]=[CH:26][CH:25]=[CH:24][C:20]=3[C:21]([OH:23])=[O:22])[C:9]3[C:14]([O:15][C:16]=2[CH:17]=1)=[CH:13][C:12]([OH:18])=[CH:11][CH:10]=3, predict the reaction product. The product is: [OH:18][C:12]1[CH:11]=[CH:10][C:9]2[CH:8]([C:19]3[CH:27]=[CH:26][CH:25]=[CH:24][C:20]=3[C:21]([O-:23])=[O:22])[C:7]3[C:16]([O:15][C:14]=2[CH:13]=1)=[CH:17][C:4]([OH:3])=[CH:5][CH:6]=3.[K+:2]. (7) Given the reactants [CH2:1]=[C:2]1[CH2:5][CH:4]([C:6]([O:8][CH2:9][CH3:10])=[O:7])[CH2:3]1.B(O[O-])=[O:12].[Na+].O1CCOCC1, predict the reaction product. The product is: [OH:12][CH2:1][CH:2]1[CH2:5][CH:4]([C:6]([O:8][CH2:9][CH3:10])=[O:7])[CH2:3]1.